Dataset: Peptide-MHC class I binding affinity with 185,985 pairs from IEDB/IMGT. Task: Regression. Given a peptide amino acid sequence and an MHC pseudo amino acid sequence, predict their binding affinity value. This is MHC class I binding data. The peptide sequence is IFPGDKTSY. The MHC is HLA-A11:01 with pseudo-sequence HLA-A11:01. The binding affinity (normalized) is 0.134.